Dataset: Full USPTO retrosynthesis dataset with 1.9M reactions from patents (1976-2016). Task: Predict the reactants needed to synthesize the given product. (1) Given the product [NH2:22][C:20]([C:7]1[C:6]([NH:5][C@H:1]([CH3:2])[CH2:3][CH3:4])=[CH:15][C:10]([C:11]([OH:13])=[O:12])=[C:9]([C:16]([F:17])([F:18])[F:19])[CH:8]=1)=[O:21], predict the reactants needed to synthesize it. The reactants are: [C@H:1]([NH:5][C:6]1[C:7]([C:20]([NH2:22])=[O:21])=[CH:8][C:9]([C:16]([F:19])([F:18])[F:17])=[C:10]([CH:15]=1)[C:11]([O:13]C)=[O:12])([CH2:3][CH3:4])[CH3:2].[OH-].[Na+].ClCCl.Cl. (2) Given the product [Cl:25][C:20]1[CH:19]=[C:18]([CH:4]([CH2:5][CH:6]2[CH2:10][CH2:9][CH2:8][CH:7]2[O:11][CH:12]2[CH2:17][CH2:16][CH2:15][CH2:14][O:13]2)[C:3]([NH:31][C:29]([NH:28][CH3:27])=[O:30])=[O:26])[CH:23]=[CH:22][C:21]=1[Cl:24], predict the reactants needed to synthesize it. The reactants are: CO[C:3](=[O:26])[CH:4]([C:18]1[CH:23]=[CH:22][C:21]([Cl:24])=[C:20]([Cl:25])[CH:19]=1)[CH2:5][CH:6]1[CH2:10][CH2:9][CH2:8][CH:7]1[O:11][CH:12]1[CH2:17][CH2:16][CH2:15][CH2:14][O:13]1.[CH3:27][NH:28][C:29]([NH2:31])=[O:30].C[O-].[Mg+2].C[O-].CO. (3) Given the product [Br:1][C:2]1[C:3]2[O:11][CH2:13][O:5][C:4]=2[C:6]([O:9][CH3:10])=[CH:7][CH:8]=1, predict the reactants needed to synthesize it. The reactants are: [Br:1][C:2]1[CH:8]=[CH:7][C:6]([O:9][CH3:10])=[C:4]([OH:5])[C:3]=1[OH:11].Br[CH2:13]Br.[F-].[K+].O. (4) Given the product [NH2:1][C:4]1[CH:5]=[C:6]([C:10]2([CH3:20])[CH2:15][N:14]3[CH:16]=[CH:17][N:18]=[C:13]3[C:12]([NH2:19])=[N:11]2)[CH:7]=[CH:8][CH:9]=1, predict the reactants needed to synthesize it. The reactants are: [N+:1]([C:4]1[CH:5]=[C:6]([C:10]2([CH3:20])[CH2:15][N:14]3[CH:16]=[CH:17][N:18]=[C:13]3[C:12]([NH2:19])=[N:11]2)[CH:7]=[CH:8][CH:9]=1)([O-])=O.[H][H].